Dataset: Catalyst prediction with 721,799 reactions and 888 catalyst types from USPTO. Task: Predict which catalyst facilitates the given reaction. (1) The catalyst class is: 365. Reactant: [Br:1][C:2]1[CH:3]=[C:4]([N+:9]([O-])=O)[C:5]([Cl:8])=[N:6][CH:7]=1.[CH:12]([Mg]Br)=[CH:13][CH3:14]. Product: [Br:1][C:2]1[CH:7]=[N:6][C:5]([Cl:8])=[C:4]2[NH:9][CH:12]=[C:13]([CH3:14])[C:3]=12. (2) The catalyst class is: 311. Product: [CH2:22]([O:21][C:19]([C:18]1[N:15]=[C:12]2[N:11]([CH:17]=1)[C:10]([C:5]1[CH:6]=[CH:7][CH:8]=[CH:9][C:4]=1[N+:1]([O-:3])=[O:2])=[CH:14][S:13]2)=[O:20])[CH3:23]. Reactant: [N+:1]([C:4]1[CH:9]=[CH:8][CH:7]=[CH:6][C:5]=1[C:10]1[N:11]=[C:12]([NH2:15])[S:13][CH:14]=1)([O-:3])=[O:2].Br[CH2:17][C:18](=O)[C:19]([O:21][CH2:22][CH3:23])=[O:20]. (3) Reactant: [Cl:1][C:2]1[CH:3]=[CH:4][N:5]2[C:10]=1[C:9](=[O:11])[N:8]([C:12]1[CH:17]=[CH:16][CH:15]=[CH:14][CH:13]=1)[C:7]([C@@H:18]1[CH2:22][C@@H:21]([O:23][CH3:24])[CH2:20][N:19]1[C:25]1[N:33]=[CH:32][N:31]=[C:30]3[C:26]=1[N:27]=[CH:28][N:29]3C1CCCCO1)=[N:6]2.Cl. Product: [Cl:1][C:2]1[CH:3]=[CH:4][N:5]2[C:10]=1[C:9](=[O:11])[N:8]([C:12]1[CH:13]=[CH:14][CH:15]=[CH:16][CH:17]=1)[C:7]([C@@H:18]1[CH2:22][C@@H:21]([O:23][CH3:24])[CH2:20][N:19]1[C:25]1[N:33]=[CH:32][N:31]=[C:30]3[C:26]=1[N:27]=[CH:28][NH:29]3)=[N:6]2. The catalyst class is: 5. (4) Reactant: BrN1C(=O)CCC1=O.Br[CH2:10][Br:11].[CH3:12][O:13][C:14](=[O:22])[C:15]1[CH:20]=[CH:19][CH:18]=[CH:17][C:16]=1C. Product: [CH3:12][O:13][C:14](=[O:22])[C:15]1[CH:20]=[CH:19][CH:18]=[CH:17][C:16]=1[CH2:10][Br:11]. The catalyst class is: 22. (5) Reactant: [F:1][C:2]1[CH:3]=[C:4]([C:8]2[C:16]3[C:11](=[CH:12][CH:13]=[C:14]([C:17]([C:19]4[S:20][CH:21]=[CH:22][CH:23]=4)=[O:18])[CH:15]=3)[N:10](CO)[N:9]=2)[CH:5]=[CH:6][CH:7]=1. Product: [NH3:9].[F:1][C:2]1[CH:3]=[C:4]([C:8]2[C:16]3[C:11](=[CH:12][CH:13]=[C:14]([C:17]([C:19]4[S:20][CH:21]=[CH:22][CH:23]=4)=[O:18])[CH:15]=3)[NH:10][N:9]=2)[CH:5]=[CH:6][CH:7]=1. The catalyst class is: 5.